Dataset: Catalyst prediction with 721,799 reactions and 888 catalyst types from USPTO. Task: Predict which catalyst facilitates the given reaction. (1) Reactant: [CH:1]([C:4]1[CH:22]=[CH:21][CH:20]=[CH:19][C:5]=1[CH2:6][N:7]1[CH:12]=[CH:11][CH:10]=[C:9]([C:13]([O:15]CC)=[O:14])[C:8]1=[O:18])([CH3:3])[CH3:2]. Product: [CH:1]([C:4]1[CH:22]=[CH:21][CH:20]=[CH:19][C:5]=1[CH2:6][N:7]1[CH:12]=[CH:11][CH:10]=[C:9]([C:13]([OH:15])=[O:14])[C:8]1=[O:18])([CH3:3])[CH3:2]. The catalyst class is: 562. (2) Reactant: [CH3:1][C:2]1[CH:3]=[CH:4][C:5]([N+:10]([O-])=O)=[C:6]([CH:9]=1)[C:7]#[N:8].Cl[Sn]Cl.[OH-].[Na+]. Product: [NH2:10][C:5]1[CH:4]=[CH:3][C:2]([CH3:1])=[CH:9][C:6]=1[C:7]#[N:8]. The catalyst class is: 422.